From a dataset of Full USPTO retrosynthesis dataset with 1.9M reactions from patents (1976-2016). Predict the reactants needed to synthesize the given product. (1) Given the product [CH3:17][O:16][C:11]1[C:10]2[C:15](=[C:6]([C:4]([OH:5])=[O:3])[CH:7]=[CH:8][CH:9]=2)[N:14]=[CH:13][N:12]=1, predict the reactants needed to synthesize it. The reactants are: C([O:3][C:4]([C:6]1[CH:7]=[CH:8][CH:9]=[C:10]2[C:15]=1[N:14]=[CH:13][N:12]=[C:11]2[O:16][CH3:17])=[O:5])C.[OH-].[Na+].Cl. (2) The reactants are: [Cl:1][C:2]1[CH:11]=[C:10]([C:12](=[O:14])[CH3:13])[C:9]([N:15]2[CH2:20][CH2:19][NH:18][CH2:17][CH2:16]2)=[C:8]2[C:3]=1[CH:4]=[CH:5][CH:6]=[N:7]2.[CH3:21][C:22]1[C:26]([C:27](Cl)=[O:28])=[C:25]([CH3:30])[O:24][N:23]=1.C(N(CC)CC)C. Given the product [Cl:1][C:2]1[CH:11]=[C:10]([C:12](=[O:14])[CH3:13])[C:9]([N:15]2[CH2:16][CH2:17][N:18]([C:27]([C:26]3[C:22]([CH3:21])=[N:23][O:24][C:25]=3[CH3:30])=[O:28])[CH2:19][CH2:20]2)=[C:8]2[C:3]=1[CH:4]=[CH:5][CH:6]=[N:7]2, predict the reactants needed to synthesize it. (3) Given the product [OH:55][CH:54]([CH2:56][OH:38])[CH2:53][O:4][C:5]1[CH:6]=[C:7]([CH:31]=[CH:32][CH:33]=1)[C:8]([N:10]1[CH2:15][CH2:14][CH:13]([C:16]2[CH:17]=[C:18]([CH:28]=[CH:29][CH:30]=2)[CH2:19][NH:20][C:21](=[O:27])[O:22][C:23]([CH3:26])([CH3:25])[CH3:24])[CH2:12][CH2:11]1)=[O:9], predict the reactants needed to synthesize it. The reactants are: C([O:4][C:5]1[CH:6]=[C:7]([CH:31]=[CH:32][CH:33]=1)[C:8]([N:10]1[CH2:15][CH2:14][CH:13]([C:16]2[CH:17]=[C:18]([CH:28]=[CH:29][CH:30]=2)[CH2:19][NH:20][C:21](=[O:27])[O:22][C:23]([CH3:26])([CH3:25])[CH3:24])[CH2:12][CH2:11]1)=[O:9])C=C.C[N+]1([O-])CC[O:38]CC1.C(OCC)(=O)C.S(=O)(O)[O-].[Na+].[CH3:53][C:54]([CH3:56])=[O:55]. (4) Given the product [Cl:28][C:29]1[CH:30]=[C:31]([C@@H:39]([CH2:43][CH:44]2[CH2:48][CH2:47][CH2:46][CH2:45]2)[C:40]([NH:60][C:57]2[CH:56]=[N:55][C:54]([C:51]3[CH:52]=[CH:53][S:49][CH:50]=3)=[CH:59][N:58]=2)=[O:42])[CH:32]=[CH:33][C:34]=1[S:35]([CH3:38])(=[O:36])=[O:37], predict the reactants needed to synthesize it. The reactants are: C1(P(C2C=CC=CC=2)C2C=CC=CC=2)C=CC=CC=1.BrN1C(=O)CCC1=O.[Cl:28][C:29]1[CH:30]=[C:31]([C@@H:39]([CH2:43][CH:44]2[CH2:48][CH2:47][CH2:46][CH2:45]2)[C:40]([OH:42])=O)[CH:32]=[CH:33][C:34]=1[S:35]([CH3:38])(=[O:37])=[O:36].[S:49]1[CH:53]=[CH:52][C:51]([C:54]2[N:55]=[CH:56][C:57]([NH2:60])=[N:58][CH:59]=2)=[CH:50]1.N1C=CC=CC=1. (5) Given the product [C:1]12([C:11](=[O:20])[CH2:12][S:13][C:14]3[S:15][C:16]([NH:19][C:24]([CH:21]4[CH2:23][CH2:22]4)=[O:25])=[N:17][N:18]=3)[CH2:10][CH:5]3[CH2:4][CH:3]([CH2:9][CH:7]([CH2:6]3)[CH2:8]1)[CH2:2]2, predict the reactants needed to synthesize it. The reactants are: [C:1]12([C:11](=[O:20])[CH2:12][S:13][C:14]3[S:15][C:16]([NH2:19])=[N:17][N:18]=3)[CH2:10][CH:5]3[CH2:6][CH:7]([CH2:9][CH:3]([CH2:4]3)[CH2:2]1)[CH2:8]2.[CH:21]1([C:24](Cl)=[O:25])[CH2:23][CH2:22]1. (6) The reactants are: [Cl:1][C:2]1[CH:9]=[CH:8][C:5]([C:6]#[N:7])=[C:4]([C:10]2[C:15]([Cl:16])=[CH:14][N:13]=[C:12]([O:17]C)[CH:11]=2)[CH:3]=1.Cl.[NH+]1C=CC=CC=1. Given the product [Cl:1][C:2]1[CH:9]=[CH:8][C:5]([C:6]#[N:7])=[C:4]([C:10]2[C:15]([Cl:16])=[CH:14][NH:13][C:12](=[O:17])[CH:11]=2)[CH:3]=1, predict the reactants needed to synthesize it.